From a dataset of Rat liver microsome stability data. Regression/Classification. Given a drug SMILES string, predict its absorption, distribution, metabolism, or excretion properties. Task type varies by dataset: regression for continuous measurements (e.g., permeability, clearance, half-life) or binary classification for categorical outcomes (e.g., BBB penetration, CYP inhibition). Dataset: rlm. (1) The drug is COc1cccc(Nc2ncc(-c3cccc(N(C)C)c3)c3c2OCC3)c1. The result is 1 (stable in rat liver microsomes). (2) The compound is N#Cc1cccnc1N[C@H]1CCN(C(=O)O[C@H]2C3CC4CC2C[C@](C(N)=O)(C4)C3)C1. The result is 1 (stable in rat liver microsomes). (3) The drug is COc1cc(Cl)c(C)cc1NC(=O)CSc1ncc(S(=O)(=O)c2ccc(C(C)(C)C)cc2)c(O)n1. The result is 1 (stable in rat liver microsomes). (4) The molecule is N#Cc1ccccc1Cn1c(N2CCC[C@@H](N)C2)ncc(Br)c1=O. The result is 0 (unstable in rat liver microsomes). (5) The compound is N#Cc1cccc(N2CCN(CCCCNC(=O)c3ccc(-c4ccsc4)cc3)CC2)c1. The result is 0 (unstable in rat liver microsomes). (6) The compound is CS(=O)(=O)c1cc(F)cc(-c2cc(N3CC(N)C(c4cc(F)c(F)cc4F)C3)ncn2)c1. The result is 0 (unstable in rat liver microsomes). (7) The drug is CNC(=O)c1ccccc1Nc1nc(Nc2ccc(N3CCOCC3)cc2OC)ncc1Cl. The result is 0 (unstable in rat liver microsomes).